From a dataset of Full USPTO retrosynthesis dataset with 1.9M reactions from patents (1976-2016). Predict the reactants needed to synthesize the given product. (1) Given the product [F:1][C:2]1[CH:7]=[C:6]([F:8])[C:5]([C:9](=[O:10])[NH:11][O:12][CH3:13])=[CH:4][C:3]=1[NH:14][C:15]1[C:20]2=[C:21]([CH:27]([CH3:28])[CH3:29])[C:22]([C:24]([N:51]=[N+:52]=[N-:53])=[O:26])=[CH:23][N:19]2[N:18]=[CH:17][N:16]=1, predict the reactants needed to synthesize it. The reactants are: [F:1][C:2]1[CH:7]=[C:6]([F:8])[C:5]([C:9]([NH:11][O:12][CH3:13])=[O:10])=[CH:4][C:3]=1[NH:14][C:15]1[C:20]2=[C:21]([CH:27]([CH3:29])[CH3:28])[C:22]([C:24]([OH:26])=O)=[CH:23][N:19]2[N:18]=[CH:17][N:16]=1.C(N(CC)CC)C.C1(P([N:51]=[N+:52]=[N-:53])(C2C=CC=CC=2)=O)C=CC=CC=1. (2) Given the product [C:4]([C:3]1[CH:7]=[C:8]([O:11][CH2:12][CH2:13][CH3:14])[CH:9]=[CH:10][C:2]=1[NH:1][C:15](=[O:22])[C:16]1[CH:21]=[CH:20][CH:19]=[N:18][CH:17]=1)(=[O:5])[NH2:6], predict the reactants needed to synthesize it. The reactants are: [NH2:1][C:2]1[CH:10]=[CH:9][C:8]([O:11][CH2:12][CH2:13][CH3:14])=[CH:7][C:3]=1[C:4]([NH2:6])=[O:5].[C:15](Cl)(=[O:22])[C:16]1[CH:21]=[CH:20][CH:19]=[N:18][CH:17]=1. (3) Given the product [F:14][C:8]1[CH:9]=[CH:10][CH:11]=[C:12]2[C:7]=1[N:6]([C:15]([O:17][C:18]([CH3:21])([CH3:20])[CH3:19])=[O:16])[C:5]([S:2]([N:50]1[CH2:51][CH2:52][CH2:53][C@H:48]([C:39]3[C:40]([N:42]([CH3:47])[S:43]([CH3:46])(=[O:44])=[O:45])=[CH:41][C:31]4[O:30][C:29]([C:26]5[CH:25]=[CH:24][C:23]([F:22])=[CH:28][CH:27]=5)=[C:33]([C:34](=[O:35])[NH:36][CH3:37])[C:32]=4[CH:38]=3)[CH2:49]1)(=[O:4])=[O:3])=[CH:13]2, predict the reactants needed to synthesize it. The reactants are: Cl[S:2]([C:5]1[N:6]([C:15]([O:17][C:18]([CH3:21])([CH3:20])[CH3:19])=[O:16])[C:7]2[C:12]([CH:13]=1)=[CH:11][CH:10]=[CH:9][C:8]=2[F:14])(=[O:4])=[O:3].[F:22][C:23]1[CH:28]=[CH:27][C:26]([C:29]2[O:30][C:31]3[CH:41]=[C:40]([N:42]([CH3:47])[S:43]([CH3:46])(=[O:45])=[O:44])[C:39]([C@H:48]4[CH2:53][CH2:52][CH2:51][NH:50][CH2:49]4)=[CH:38][C:32]=3[C:33]=2[C:34]([NH:36][CH3:37])=[O:35])=[CH:25][CH:24]=1. (4) Given the product [CH2:1]([O:8][C:9]1[CH:14]=[CH:13][C:12]([C@@H:15]([OH:18])[CH2:16][NH2:31])=[CH:11][C:10]=1[NH:26][S:27]([CH3:30])(=[O:29])=[O:28])[C:2]1[CH:7]=[CH:6][CH:5]=[CH:4][CH:3]=1, predict the reactants needed to synthesize it. The reactants are: [CH2:1]([O:8][C:9]1[CH:14]=[CH:13][C:12]([C@@H:15]([O:18][Si](CC)(CC)CC)[CH2:16]I)=[CH:11][C:10]=1[NH:26][S:27]([CH3:30])(=[O:29])=[O:28])[C:2]1[CH:7]=[CH:6][CH:5]=[CH:4][CH:3]=1.[N-:31]=[N+]=[N-].[Na+].C1(P(C2C=CC=CC=2)C2C=CC=CC=2)C=CC=CC=1. (5) The reactants are: [C:1]([C:3]1([OH:13])[C:8]([CH3:10])([CH3:9])[CH2:7][CH2:6][CH2:5][C:4]1([CH3:12])[CH3:11])#[CH:2].Br[C:15]1[CH:16]=[C:17]([CH2:21][CH2:22][CH2:23][NH:24][C:25](=[O:30])[C:26]([F:29])([F:28])[F:27])[CH:18]=[CH:19][CH:20]=1. Given the product [F:27][C:26]([F:28])([F:29])[C:25]([NH:24][CH2:23][CH2:22][CH2:21][C:17]1[CH:18]=[CH:19][CH:20]=[C:15]([C:2]#[C:1][C:3]2([OH:13])[C:4]([CH3:12])([CH3:11])[CH2:5][CH2:6][CH2:7][C:8]2([CH3:9])[CH3:10])[CH:16]=1)=[O:30], predict the reactants needed to synthesize it. (6) Given the product [CH:23]1[C:24]2[NH:12][C:13]3[C:18](=[CH:17][CH:16]=[CH:15][CH:14]=3)[C:19]=2[CH:20]=[C:21]([N:25]2[C:37]3[CH:36]=[CH:35][C:34]([C:38]#[N:39])=[CH:33][C:32]=3[C:31]3[C:26]2=[CH:27][CH:28]=[CH:29][CH:30]=3)[CH:22]=1, predict the reactants needed to synthesize it. The reactants are: [OH-].[K+].C1(C)C=CC(S([N:12]2[C:24]3[CH:23]=[CH:22][C:21]([N:25]4[C:37]5[CH:36]=[CH:35][C:34]([C:38]#[N:39])=[CH:33][C:32]=5[C:31]5[C:26]4=[CH:27][CH:28]=[CH:29][CH:30]=5)=[CH:20][C:19]=3[C:18]3[C:13]2=[CH:14][CH:15]=[CH:16][CH:17]=3)(=O)=O)=CC=1.O.Cl.